This data is from Full USPTO retrosynthesis dataset with 1.9M reactions from patents (1976-2016). The task is: Predict the reactants needed to synthesize the given product. (1) Given the product [CH3:24][S:25]([O:1][CH2:2][CH:3]1[CH2:7][CH2:6][N:5]([C:8]([O:10][C:11]([CH3:14])([CH3:13])[CH3:12])=[O:9])[CH2:4]1)(=[O:27])=[O:26], predict the reactants needed to synthesize it. The reactants are: [OH:1][CH2:2][CH:3]1[CH2:7][CH2:6][N:5]([C:8]([O:10][C:11]([CH3:14])([CH3:13])[CH3:12])=[O:9])[CH2:4]1.CCN(C(C)C)C(C)C.[CH3:24][S:25](Cl)(=[O:27])=[O:26]. (2) The reactants are: [CH3:1][C:2]1[CH:7]=[CH:6][C:5]([CH3:8])=[CH:4][C:3]=1B(O)O.I[C:13]1[N:18]=[C:17]([NH2:19])[N:16]=[C:15]([NH:20][CH3:21])[CH:14]=1. Given the product [CH3:1][C:2]1[CH:7]=[CH:6][C:5]([CH3:8])=[CH:4][C:3]=1[C:13]1[N:18]=[C:17]([NH2:19])[N:16]=[C:15]([NH:20][CH3:21])[CH:14]=1, predict the reactants needed to synthesize it.